Dataset: Forward reaction prediction with 1.9M reactions from USPTO patents (1976-2016). Task: Predict the product of the given reaction. Given the reactants CO[C:3](=[O:40])[C@@H:4]([NH:32][C:33](OC(C)(C)C)=O)[CH2:5][C:6]1[CH:31]=[CH:30][C:9]2[O:10][C@@H:11]([C:14]3[CH:19]=[CH:18][C:17]([O:20][CH2:21][C:22]4[CH:27]=[CH:26][C:25](Cl)=[C:24](Cl)[CH:23]=4)=[CH:16][CH:15]=3)[CH2:12][O:13][C:8]=2[CH:7]=1.[CH3:41][CH:42]([C:44](=O)[CH2:45][CH3:46])[CH3:43].[ClH:48].[ClH:49].C[O:51][C:52](=[O:70])[C@@H:53]([NH2:69])[CH2:54][C:55]1[CH:60]=[CH:59][C:58]([C:61]2[CH:66]=[CH:65][N:64]=[C:63]([CH3:67])[C:62]=2[CH3:68])=[CH:57][CH:56]=1, predict the reaction product. The product is: [Cl:48][C:26]1[CH:27]=[C:22]([CH:23]=[CH:24][C:25]=1[Cl:49])[CH2:21][O:20][C:17]1[CH:18]=[CH:19][C:14]([C@H:11]2[CH2:12][O:13][C:8]3=[CH:7][C:6]4[CH2:5][C@@H:4]([C:3]([NH:69][C@@H:53]([CH2:54][C:55]5[CH:60]=[CH:59][C:58]([C:61]6[CH:66]=[CH:65][N:64]=[C:63]([CH3:67])[C:62]=6[CH3:68])=[CH:57][CH:56]=5)[C:52]([OH:51])=[O:70])=[O:40])[N:32]([CH:44]([CH2:45][CH3:46])[CH:42]([CH3:43])[CH3:41])[CH2:33][C:31]=4[CH:30]=[C:9]3[O:10]2)=[CH:15][CH:16]=1.